This data is from Forward reaction prediction with 1.9M reactions from USPTO patents (1976-2016). The task is: Predict the product of the given reaction. (1) Given the reactants [C:1]1([SH:7])[CH:6]=[CH:5][CH:4]=[CH:3][CH:2]=1.C(N(CC)CC)C.[N+:15]([C:18]1[CH:25]=[CH:24][C:21]([CH2:22]Br)=[CH:20][CH:19]=1)([O-:17])=[O:16].O, predict the reaction product. The product is: [N+:15]([C:18]1[CH:25]=[CH:24][C:21]([CH2:22][S:7][C:1]2[CH:6]=[CH:5][CH:4]=[CH:3][CH:2]=2)=[CH:20][CH:19]=1)([O-:17])=[O:16]. (2) Given the reactants [Br:1][C:2]1[CH:11]=[CH:10][C:5]([C:6]([NH:8][NH2:9])=[O:7])=[C:4]([CH3:12])[CH:3]=1.[CH:13]1([C:16]([N:18]2[CH2:22][CH2:21][C@@H:20]([CH2:23][NH:24][C:25](N3C=CN=C3)=[O:26])[CH2:19]2)=[O:17])[CH2:15][CH2:14]1, predict the reaction product. The product is: [Br:1][C:2]1[CH:11]=[CH:10][C:5]([C:6]([NH:8][NH:9][C:25]([NH:24][CH2:23][C@@H:20]2[CH2:21][CH2:22][N:18]([C:16]([CH:13]3[CH2:14][CH2:15]3)=[O:17])[CH2:19]2)=[O:26])=[O:7])=[C:4]([CH3:12])[CH:3]=1. (3) Given the reactants [N+]([C:4]1[CH:5]=[C:6]2[C:10](=[CH:11][CH:12]=1)[C:9](=[O:13])[NH:8][C:7]2=[O:14])([O-])=O.[CH:15]1([SH:21])[CH2:20][CH2:19][CH2:18][CH2:17][CH2:16]1.C(=O)([O-])[O-].[K+].[K+].Cl, predict the reaction product. The product is: [CH:15]1([S:21][C:4]2[CH:5]=[C:6]3[C:10](=[CH:11][CH:12]=2)[C:9](=[O:13])[NH:8][C:7]3=[O:14])[CH2:20][CH2:19][CH2:18][CH2:17][CH2:16]1. (4) Given the reactants [N:1]1([CH2:7][CH2:8][NH2:9])[CH2:6][CH2:5][CH2:4][CH2:3][CH2:2]1.Cl[C:11]1[N:12]=[N+:13]([O-:24])[C:14]2[CH:20]=[C:19]([O:21][CH3:22])[C:18]([CH3:23])=[CH:17][C:15]=2[N:16]=1, predict the reaction product. The product is: [CH3:22][O:21][C:19]1[C:18]([CH3:23])=[CH:17][C:15]2[N:16]=[C:11]([NH:9][CH2:8][CH2:7][N:1]3[CH2:6][CH2:5][CH2:4][CH2:3][CH2:2]3)[N:12]=[N+:13]([O-:24])[C:14]=2[CH:20]=1. (5) Given the reactants [C:1]([O:5][C:6]([N:8]([CH2:10][C:11]1[CH:16]=[C:15]([NH:17][C:18]([O:20][C:21]([CH3:24])([CH3:23])[CH3:22])=[O:19])[CH:14]=[CH:13][C:12]=1[CH2:25][C:26]([O:28][CH2:29][CH3:30])=[O:27])[CH3:9])=[O:7])([CH3:4])([CH3:3])[CH3:2].[C:31](=O)([O-])[O-].[K+].[K+].C=O.C(N(CCOCCOC)CCOCCOC)COCCOC, predict the reaction product. The product is: [C:1]([O:5][C:6]([N:8]([CH2:10][C:11]1[CH:16]=[C:15]([NH:17][C:18]([O:20][C:21]([CH3:22])([CH3:23])[CH3:24])=[O:19])[CH:14]=[CH:13][C:12]=1[C:25](=[CH2:31])[C:26]([O:28][CH2:29][CH3:30])=[O:27])[CH3:9])=[O:7])([CH3:4])([CH3:2])[CH3:3]. (6) Given the reactants Cl[CH2:2][CH2:3][C:4]([OH:6])=[O:5].[OH:7][C:8]1[CH:9]=[C:10]([C:14]([F:17])([F:16])[F:15])[CH:11]=[CH:12][CH:13]=1, predict the reaction product. The product is: [F:15][C:14]([F:16])([F:17])[C:10]1[CH:9]=[C:8]([CH:13]=[CH:12][CH:11]=1)[O:7][CH2:2][CH2:3][C:4]([OH:6])=[O:5]. (7) Given the reactants F[C:2]1[CH:3]=C(C(N2CC(C)(C)C3C4C=CC=CC=4NC=3C(C(OC(C)CO)=O)=C2)=O)C=C[C:7]=1F.[Br:34][CH2:35][C:36](=[O:40])[C:37]([OH:39])=[O:38].[C:41]([O:45]CC(O)C)([CH3:44])([CH3:43])[CH3:42].ClC(OC)OC, predict the reaction product. The product is: [CH3:7][CH:2]([CH:35]([Br:34])[C:36](=[O:40])[C:37]([O:39][O:45][C:41]([CH3:44])([CH3:43])[CH3:42])=[O:38])[CH3:3].